From a dataset of Catalyst prediction with 721,799 reactions and 888 catalyst types from USPTO. Predict which catalyst facilitates the given reaction. (1) Reactant: C[Si]([N-][Si](C)(C)C)(C)C.[Li+].[C:11]1([C:17](=[N:24][CH:25]2[CH2:30][CH2:29][CH2:28][CH:27]([C:31]([O:33][CH3:34])=[O:32])[CH2:26]2)[C:18]2[CH:23]=[CH:22][CH:21]=[CH:20][CH:19]=2)[CH:16]=[CH:15][CH:14]=[CH:13][CH:12]=1.[F:35][C:36]1[CH:43]=[CH:42][C:39]([CH2:40]Br)=[CH:38][CH:37]=1. Product: [C:11]1([C:17](=[N:24][CH:25]2[CH2:30][CH2:29][CH2:28][C:27]([CH2:40][C:39]3[CH:42]=[CH:43][C:36]([F:35])=[CH:37][CH:38]=3)([C:31]([O:33][CH3:34])=[O:32])[CH2:26]2)[C:18]2[CH:23]=[CH:22][CH:21]=[CH:20][CH:19]=2)[CH:16]=[CH:15][CH:14]=[CH:13][CH:12]=1. The catalyst class is: 7. (2) Reactant: [CH2:1]([N:4]1[CH2:9][CH2:8][CH:7]([C:10]2[CH:19]=[CH:18][C:13]([C:14]([O:16]C)=O)=[CH:12][CH:11]=2)[CH2:6][CH2:5]1)[C:2]#[CH:3].[CH3:20][O:21][C:22]1[CH:23]=[C:24]([CH2:30][CH2:31][C:32]2[CH:33]=[C:34]([NH2:37])[NH:35][N:36]=2)[CH:25]=[C:26]([O:28][CH3:29])[CH:27]=1.C[Al](C)C. The catalyst class is: 11. Product: [CH3:29][O:28][C:26]1[CH:25]=[C:24]([CH2:30][CH2:31][C:32]2[CH:33]=[C:34]([NH:37][C:14](=[O:16])[C:13]3[CH:12]=[CH:11][C:10]([CH:7]4[CH2:6][CH2:5][N:4]([CH2:1][C:2]#[CH:3])[CH2:9][CH2:8]4)=[CH:19][CH:18]=3)[NH:35][N:36]=2)[CH:23]=[C:22]([O:21][CH3:20])[CH:27]=1. (3) Reactant: ClC(Cl)(O[C:5](=[O:11])OC(Cl)(Cl)Cl)Cl.[NH2:13][C:14]1[CH:15]=[N:16][C:17]([O:20][C:21]2[CH:28]=[CH:27][C:24]([C:25]#[N:26])=[C:23]([CH2:29][CH3:30])[CH:22]=2)=[N:18][CH:19]=1.Cl.[CH3:32][C:33]([C:36](OC)=[O:37])([CH3:35])[NH2:34].C[O-].[Na+]. Product: [CH3:32][C:33]1([CH3:35])[C:36](=[O:37])[N:13]([C:14]2[CH:15]=[N:16][C:17]([O:20][C:21]3[CH:28]=[CH:27][C:24]([C:25]#[N:26])=[C:23]([CH2:29][CH3:30])[CH:22]=3)=[N:18][CH:19]=2)[C:5](=[O:11])[NH:34]1. The catalyst class is: 513.